This data is from Forward reaction prediction with 1.9M reactions from USPTO patents (1976-2016). The task is: Predict the product of the given reaction. Given the reactants [F:1][CH:2]([F:35])[C:3]1[N:7]([C:8]2[N:13]=[C:12]3[N:14]([CH:17]4[CH2:22][CH2:21][NH:20][CH2:19][CH2:18]4)[N:15]=[CH:16][C:11]3=[C:10]([N:23]3[CH2:28][CH2:27][O:26][CH2:25][CH2:24]3)[N:9]=2)[C:6]2[CH:29]=[CH:30][CH:31]=[C:32]([O:33][CH3:34])[C:5]=2[N:4]=1.C([O-])([O-])=O.[K+].[K+].[CH3:42][S:43](Cl)(=[O:45])=[O:44], predict the reaction product. The product is: [F:35][CH:2]([F:1])[C:3]1[N:7]([C:8]2[N:13]=[C:12]3[N:14]([CH:17]4[CH2:22][CH2:21][N:20]([S:43]([CH3:42])(=[O:45])=[O:44])[CH2:19][CH2:18]4)[N:15]=[CH:16][C:11]3=[C:10]([N:23]3[CH2:24][CH2:25][O:26][CH2:27][CH2:28]3)[N:9]=2)[C:6]2[CH:29]=[CH:30][CH:31]=[C:32]([O:33][CH3:34])[C:5]=2[N:4]=1.